From a dataset of Catalyst prediction with 721,799 reactions and 888 catalyst types from USPTO. Predict which catalyst facilitates the given reaction. (1) Product: [CH:11]([O:14][C:16]1[CH:23]=[CH:22][C:19]([C:20]#[N:21])=[CH:18][C:17]=1[N+:24]([O-:26])=[O:25])([CH3:13])[CH3:12]. The catalyst class is: 7. Reactant: C[Si](C)(C)N[Si](C)(C)C.[K].[CH:11]([OH:14])([CH3:13])[CH3:12].F[C:16]1[CH:23]=[CH:22][C:19]([C:20]#[N:21])=[CH:18][C:17]=1[N+:24]([O-:26])=[O:25].O. (2) Reactant: [CH3:1][C:2]([CH:5]1[CH2:13][C:12]2[C:7](=[CH:8][CH:9]=[C:10]([N:14]3[CH2:18][C@H:17]([CH2:19]OS(C)(=O)=O)[O:16][C:15]3=[O:25])[CH:11]=2)[N:6]1[C:26]([O:28][CH2:29][C:30]1[CH:35]=[CH:34][CH:33]=[CH:32][CH:31]=1)=[O:27])([CH3:4])[CH3:3].[N-:36]=[N+:37]=[N-:38].[Na+]. Product: [N:36]([CH2:19][C@@H:17]1[O:16][C:15](=[O:25])[N:14]([C:10]2[CH:11]=[C:12]3[C:7](=[CH:8][CH:9]=2)[N:6]([C:26]([O:28][CH2:29][C:30]2[CH:31]=[CH:32][CH:33]=[CH:34][CH:35]=2)=[O:27])[CH:5]([C:2]([CH3:4])([CH3:3])[CH3:1])[CH2:13]3)[CH2:18]1)=[N+:37]=[N-:38]. The catalyst class is: 3. (3) Reactant: [CH2:1]([N:3]1[CH2:8][C:7]([CH3:10])([CH3:9])[O:6][C:5](=[O:11])[CH:4]1[CH2:12][C:13]([OH:15])=O)[CH3:2].C(N(C(C)C)CC)(C)C.CN(C(ON1N=NC2C=CC=NC1=2)=[N+](C)C)C.F[P-](F)(F)(F)(F)F.[F:49][C:50]([F:60])([F:59])[C:51]1[CH:52]=[C:53]([CH:56]=[CH:57][CH:58]=1)[CH2:54][NH2:55]. Product: [CH2:1]([N:3]1[CH2:8][C:7]([CH3:9])([CH3:10])[O:6][C:5](=[O:11])[CH:4]1[CH2:12][C:13]([NH:55][CH2:54][C:53]1[CH:56]=[CH:57][CH:58]=[C:51]([C:50]([F:49])([F:59])[F:60])[CH:52]=1)=[O:15])[CH3:2]. The catalyst class is: 3.